Predict the reactants needed to synthesize the given product. From a dataset of Full USPTO retrosynthesis dataset with 1.9M reactions from patents (1976-2016). (1) Given the product [ClH:14].[NH2:2][CH2:3][C@H:4]([C:6]1[CH:11]=[CH:10][CH:9]=[C:8]([Br:16])[CH:7]=1)[OH:5], predict the reactants needed to synthesize it. The reactants are: Cl.[NH2:2][CH2:3][C@H:4]([C:6]1[CH:11]=[CH:10][C:9](OC)=[C:8]([Cl:14])[CH:7]=1)[OH:5].[K+].[Br-:16]. (2) Given the product [NH2:12][C:7]1[C:6]2[C:5]3[C:4](=[N:29][N:28]([CH2:30][C:31]4[C:36]([CH3:37])=[C:35]([O:38][CH3:39])[C:34]([CH3:40])=[CH:33][N:32]=4)[N:27]=2)[CH2:3][CH:2]([OH:1])[C:11]=3[CH2:10][S:9][N:8]=1, predict the reactants needed to synthesize it. The reactants are: [OH:1][CH:2]1[C:11]2[CH2:10][S:9][N:8]=[C:7]([N:12](C(OC(C)(C)C)=O)C(OC(C)(C)C)=O)[C:6]3=[N:27][N:28]([CH2:30][C:31]4[C:36]([CH3:37])=[C:35]([O:38][CH3:39])[C:34]([CH3:40])=[CH:33][N:32]=4)[N:29]=[C:4]([C:5]=23)[CH2:3]1.ClCCl.Cl. (3) The reactants are: [C:1](=[O:4])([O-])[O-:2].[K+].[K+].[CH3:7][O:8][C:9]1[CH:14]=[CH:13][CH:12]=[CH:11][C:10]=1[N:15]1[CH2:20][CH2:19][CH:18]([CH2:21][NH2:22])[CH2:17][CH2:16]1.[OH2:23].CN(C)[CH:26]=[O:27]. Given the product [CH2:1]1[O:4][C:14]2[C:13]3[O:23][C@@H:17]([CH2:18][NH:22][CH2:21][CH:18]4[CH2:19][CH2:20][N:15]([C:10]5[CH:11]=[CH:12][CH:13]=[CH:14][C:9]=5[O:8][CH3:7])[CH2:16][CH2:17]4)[CH2:16][O:27][C:26]=3[CH:11]=[CH:10][C:9]=2[O:2]1, predict the reactants needed to synthesize it. (4) The reactants are: [Cl:1][C:2]1[CH:3]=[C:4]([C:12]2[S:16][N:15]=[C:14]([C:17]3[C:18]([CH2:36][CH3:37])=[C:19]([CH2:23][CH2:24][N:25]4[CH2:30][CH2:29][CH:28]([C:31]([O:33]CC)=[O:32])[CH2:27][CH2:26]4)[CH:20]=[CH:21][CH:22]=3)[N:13]=2)[CH:5]=[N:6][C:7]=1[O:8][CH:9]([CH3:11])[CH3:10].[OH-].[Na+]. Given the product [Cl:1][C:2]1[CH:3]=[C:4]([C:12]2[S:16][N:15]=[C:14]([C:17]3[C:18]([CH2:36][CH3:37])=[C:19]([CH2:23][CH2:24][N:25]4[CH2:26][CH2:27][CH:28]([C:31]([OH:33])=[O:32])[CH2:29][CH2:30]4)[CH:20]=[CH:21][CH:22]=3)[N:13]=2)[CH:5]=[N:6][C:7]=1[O:8][CH:9]([CH3:11])[CH3:10], predict the reactants needed to synthesize it. (5) Given the product [Cl:17][C:11]1[C:10]([F:18])=[C:9]([C:6]2[CH:7]=[CH:8][N:4]([CH2:3][C@@H:2]([NH:1][C:29]([C:26]3[CH:25]=[C:24]([C:21]([OH:20])([CH3:22])[CH3:23])[O:28][N:27]=3)=[O:30])[CH3:19])[N:5]=2)[CH:16]=[CH:15][C:12]=1[C:13]#[N:14], predict the reactants needed to synthesize it. The reactants are: [NH2:1][C@@H:2]([CH3:19])[CH2:3][N:4]1[CH:8]=[CH:7][C:6]([C:9]2[CH:16]=[CH:15][C:12]([C:13]#[N:14])=[C:11]([Cl:17])[C:10]=2[F:18])=[N:5]1.[OH:20][C:21]([C:24]1[O:28][N:27]=[C:26]([C:29](O)=[O:30])[CH:25]=1)([CH3:23])[CH3:22].C1C=CC2N(O)N=NC=2C=1.CCN(C(C)C)C(C)C.CCN=C=NCCCN(C)C. (6) The reactants are: [CH2:1]([C:3]([C:21]1[CH:29]=[CH:28][C:24]([C:25](O)=[O:26])=[C:23]([CH3:30])[CH:22]=1)([C:6]1[CH:11]=[CH:10][C:9]([C:12]#[C:13][C:14]([CH2:18][CH3:19])([OH:17])[CH2:15][CH3:16])=[C:8]([CH3:20])[CH:7]=1)[CH2:4][CH3:5])[CH3:2].Cl.[CH3:32][O:33][C:34](=[O:39])[C:35]([NH2:38])([CH3:37])[CH3:36].O.ON1C2C=CC=CC=2N=N1.C(N(CC)CC)C. Given the product [CH3:32][O:33][C:34](=[O:39])[C:35]([NH:38][C:25](=[O:26])[C:24]1[CH:28]=[CH:29][C:21]([C:3]([CH2:1][CH3:2])([C:6]2[CH:11]=[CH:10][C:9]([C:12]#[C:13][C:14]([CH2:18][CH3:19])([OH:17])[CH2:15][CH3:16])=[C:8]([CH3:20])[CH:7]=2)[CH2:4][CH3:5])=[CH:22][C:23]=1[CH3:30])([CH3:37])[CH3:36], predict the reactants needed to synthesize it. (7) Given the product [ClH:31].[ClH:31].[C:26]([NH:29][N:30]=[CH:19][C:18]1[CH:21]=[CH:22][C:23]([O:24][CH3:25])=[C:16]([O:1][CH2:2][CH2:3][CH2:4][O:5][C:6]2[CH:7]=[C:8]([CH:11]=[CH:12][C:13]=2[O:14][CH3:15])[CH:9]=[N:30][NH:29][C:26](=[NH:27])[NH2:28])[CH:17]=1)(=[NH:28])[NH2:27], predict the reactants needed to synthesize it. The reactants are: [O:1]([C:16]1[CH:17]=[C:18]([CH:21]=[CH:22][C:23]=1[O:24][CH3:25])[CH:19]=O)[CH2:2][CH2:3][CH2:4][O:5][C:6]1[CH:7]=[C:8]([CH:11]=[CH:12][C:13]=1[O:14][CH3:15])[CH:9]=O.[C:26]([NH:29][NH2:30])([NH2:28])=[NH:27].[ClH:31]. (8) Given the product [F:22][C:23]1[C:28]([F:29])=[CH:27][CH:26]=[CH:25][C:24]=1[C:30]1[CH:38]=[CH:37][CH:36]=[C:35]2[C:31]=1[C:32](=[CH:20][C:3]1[NH:4][C:5]3[CH2:10][CH2:9][N:8]([CH2:11][CH2:12][N:13]4[CH2:14][CH2:15][CH2:16][CH2:17][CH2:18]4)[C:7](=[O:19])[C:6]=3[C:2]=1[CH3:1])[C:33](=[O:39])[NH:34]2, predict the reactants needed to synthesize it. The reactants are: [CH3:1][C:2]1[C:6]2[C:7](=[O:19])[N:8]([CH2:11][CH2:12][N:13]3[CH2:18][CH2:17][CH2:16][CH2:15][CH2:14]3)[CH2:9][CH2:10][C:5]=2[NH:4][C:3]=1[CH:20]=O.[F:22][C:23]1[C:28]([F:29])=[CH:27][CH:26]=[CH:25][C:24]=1[C:30]1[CH:38]=[CH:37][CH:36]=[C:35]2[C:31]=1[CH2:32][C:33](=[O:39])[NH:34]2. (9) Given the product [CH:5]1([C:8]([N:10]2[CH2:11][CH2:12][CH:13]([N:16]([CH3:33])[C:17]([N:19]3[CH:23]=[C:22]([C:24]4[CH:29]=[CH:28][C:27]([OH:30])=[C:26]([CH3:32])[CH:25]=4)[N:21]=[CH:20]3)=[O:18])[CH2:14][CH2:15]2)=[O:9])[CH2:7][CH2:6]1, predict the reactants needed to synthesize it. The reactants are: B(Br)(Br)Br.[CH:5]1([C:8]([N:10]2[CH2:15][CH2:14][CH:13]([N:16]([CH3:33])[C:17]([N:19]3[CH:23]=[C:22]([C:24]4[CH:29]=[CH:28][C:27]([O:30]C)=[C:26]([CH3:32])[CH:25]=4)[N:21]=[CH:20]3)=[O:18])[CH2:12][CH2:11]2)=[O:9])[CH2:7][CH2:6]1.O. (10) Given the product [CH3:18][O:19][C:20]1[C:21]([N+:28]([O-:30])=[O:29])=[CH:22][C:23]([CH3:27])=[C:24]([CH:26]=1)[NH:25][C:2]1[CH:7]=[C:6]([C:8]([F:11])([F:10])[F:9])[N:5]=[C:4]([C:12]2[CH:13]=[N:14][CH:15]=[CH:16][CH:17]=2)[N:3]=1, predict the reactants needed to synthesize it. The reactants are: Cl[C:2]1[CH:7]=[C:6]([C:8]([F:11])([F:10])[F:9])[N:5]=[C:4]([C:12]2[CH:13]=[N:14][CH:15]=[CH:16][CH:17]=2)[N:3]=1.[CH3:18][O:19][C:20]1[C:21]([N+:28]([O-:30])=[O:29])=[CH:22][C:23]([CH3:27])=[C:24]([CH:26]=1)[NH2:25].